This data is from Full USPTO retrosynthesis dataset with 1.9M reactions from patents (1976-2016). The task is: Predict the reactants needed to synthesize the given product. (1) Given the product [CH3:27][O:26][C:21]1[CH:20]=[C:19]([O:28][CH3:29])[CH:18]=[C:17]2[C:22]=1[C:23](=[O:25])[NH:24][C:15]([C:9]1[CH:8]=[C:7]([CH:12]=[C:11]([O:13][CH3:14])[CH:10]=1)[O:6][CH2:5][CH2:4][NH:1][C:30](=[O:33])[CH3:31])=[N:16]2, predict the reactants needed to synthesize it. The reactants are: [N:1]([CH2:4][CH2:5][O:6][C:7]1[CH:8]=[C:9]([C:15]2[NH:24][C:23](=[O:25])[C:22]3[C:17](=[CH:18][C:19]([O:28][CH3:29])=[CH:20][C:21]=3[O:26][CH3:27])[N:16]=2)[CH:10]=[C:11]([O:13][CH3:14])[CH:12]=1)=[N+]=[N-].[C:30]([OH:33])(=S)[CH3:31]. (2) Given the product [CH3:33][C:10]1[CH:11]=[C:12]([CH2:15][CH2:16][C:17]2[S:21][C:20]([C:22]3[CH:27]=[CH:26][C:25]([C:28]([F:31])([F:30])[F:29])=[CH:24][CH:23]=3)=[N:19][C:18]=2[CH3:32])[CH:13]=[CH:14][C:9]=1[OH:8], predict the reactants needed to synthesize it. The reactants are: C([O:8][C:9]1[CH:14]=[CH:13][C:12](/[CH:15]=[CH:16]/[C:17]2[S:21][C:20]([C:22]3[CH:27]=[CH:26][C:25]([C:28]([F:31])([F:30])[F:29])=[CH:24][CH:23]=3)=[N:19][C:18]=2[CH3:32])=[CH:11][C:10]=1[CH3:33])C1C=CC=CC=1. (3) The reactants are: [CH3:1][O:2][C:3]1[C:23]2[C:22](=[O:24])[N:10]3[CH2:11][CH2:12][C:13]4[C:18]([C:9]3=[C:8]([C:25]([NH2:27])=[O:26])[C:7]=2[CH:6]=[CH:5][C:4]=1[O:28][CH3:29])=[CH:17][C:16]1[O:19][CH2:20][O:21][C:15]=1[CH:14]=4.[F:30][C:31]1[CH:37]=[CH:36][CH:35]=[CH:34][C:32]=1N.ON1C2C=CC=CC=2N=N1.C(N(C(C)C)CC)(C)C.C(Cl)CCl. Given the product [F:30][C:31]1[CH:37]=[CH:36][CH:35]=[CH:34][C:32]=1[NH:27][C:25]([C:8]1[C:7]2[CH:6]=[CH:5][C:4]([O:28][CH3:29])=[C:3]([O:2][CH3:1])[C:23]=2[C:22](=[O:24])[N:10]2[CH2:11][CH2:12][C:13]3[C:18](=[CH:17][C:16]4[O:19][CH2:20][O:21][C:15]=4[CH:14]=3)[C:9]=12)=[O:26], predict the reactants needed to synthesize it. (4) Given the product [CH2:22]([O:21][C:5]1[C:6]2[C:15]3[NH:14][CH2:13][CH2:12][CH2:11][C:10]=3[C:9](=[O:16])[N:8]([CH2:17][O:18][CH3:19])[C:7]=2[CH:20]=[C:3]([CH2:2][N:24]2[CH2:29][CH2:28][O:27][CH2:26][CH2:25]2)[CH:4]=1)[CH3:23], predict the reactants needed to synthesize it. The reactants are: Cl[CH2:2][C:3]1[CH:4]=[C:5]([O:21][CH2:22][CH3:23])[C:6]2[C:15]3[NH:14][CH2:13][CH2:12][CH2:11][C:10]=3[C:9](=[O:16])[N:8]([CH2:17][O:18][CH3:19])[C:7]=2[CH:20]=1.[NH:24]1[CH2:29][CH2:28][O:27][CH2:26][CH2:25]1.